Dataset: Full USPTO retrosynthesis dataset with 1.9M reactions from patents (1976-2016). Task: Predict the reactants needed to synthesize the given product. (1) Given the product [F:30][C:25]1[CH:26]=[CH:27][CH:28]=[CH:29][C:24]=1[CH2:23][N:21]1[C:20]2[CH2:31][CH2:32][CH2:33][C:19]=2[C:18]([C:15]2[N:14]=[C:13]([NH:34][C:35]3[C:40]([C:41]#[N:42])=[CH:39][N:38]=[CH:37][CH:36]=3)[C:12]([O:11][CH2:10][CH2:9][OH:8])=[CH:17][N:16]=2)=[N:22]1, predict the reactants needed to synthesize it. The reactants are: [Si]([O:8][CH2:9][CH2:10][O:11][C:12]1[C:13]([NH:34][C:35]2[C:40]([C:41]#[N:42])=[CH:39][N:38]=[CH:37][CH:36]=2)=[N:14][C:15]([C:18]2[C:19]3[CH2:33][CH2:32][CH2:31][C:20]=3[N:21]([CH2:23][C:24]3[CH:29]=[CH:28][CH:27]=[CH:26][C:25]=3[F:30])[N:22]=2)=[N:16][CH:17]=1)(C(C)(C)C)(C)C.Cl. (2) The reactants are: [C:1]([O:5][C:6]([N:8]1[CH2:12][CH2:11][C@@H:10]([NH:13][C:14]2[C:22]3[C:17](=[N:18][CH:19]=[CH:20][C:21]=3[O:23][C:24]3[CH:32]=[CH:31][C:27]([C:28](O)=[O:29])=[CH:26][CH:25]=3)[N:16]([CH2:33][C:34]3[CH:39]=[CH:38][C:37]([O:40][CH3:41])=[CH:36][CH:35]=3)[N:15]=2)[CH2:9]1)=[O:7])([CH3:4])([CH3:3])[CH3:2].[NH:42]1[CH:46]=[CH:45][N:44]=[C:43]1[NH2:47].OS(O)(=O)=O. Given the product [NH:42]1[CH:46]=[CH:45][N:44]=[C:43]1[NH:47][C:28]([C:27]1[CH:26]=[CH:25][C:24]([O:23][C:21]2[CH:20]=[CH:19][N:18]=[C:17]3[N:16]([CH2:33][C:34]4[CH:39]=[CH:38][C:37]([O:40][CH3:41])=[CH:36][CH:35]=4)[N:15]=[C:14]([NH:13][C@H:10]4[CH2:11][CH2:12][N:8]([C:6]([O:5][C:1]([CH3:4])([CH3:3])[CH3:2])=[O:7])[CH2:9]4)[C:22]=23)=[CH:32][CH:31]=1)=[O:29], predict the reactants needed to synthesize it. (3) Given the product [ClH:29].[CH:17]12[CH2:19][CH2:20][CH:10]([CH2:9][NH:8][CH2:18]1)[C:11]1[C:16]2=[CH:15][C:14]([C:21]#[N:22])=[CH:13][CH:12]=1, predict the reactants needed to synthesize it. The reactants are: C(OC([N:8]1[CH2:18][CH:17]2[CH2:19][CH2:20][CH:10]([C:11]3[CH:12]=[CH:13][C:14]([C:21]#[N:22])=[CH:15][C:16]=32)[CH2:9]1)=O)(C)(C)C.C(OCC)(=O)C.[ClH:29]. (4) Given the product [NH2:26][C:5]1[CH:6]=[C:7]([CH:24]=[CH:25][C:4]=1[CH2:3][O:2][CH3:1])[C:8]([N:10]1[CH2:11][CH2:12][CH:13]([C:16]2[CH:23]=[CH:22][C:19]([C:20]#[N:21])=[CH:18][CH:17]=2)[CH2:14][CH2:15]1)=[O:9], predict the reactants needed to synthesize it. The reactants are: [CH3:1][O:2][CH2:3][C:4]1[CH:25]=[CH:24][C:7]([C:8]([N:10]2[CH2:15][CH2:14][CH:13]([C:16]3[CH:23]=[CH:22][C:19]([C:20]#[N:21])=[CH:18][CH:17]=3)[CH2:12][CH2:11]2)=[O:9])=[CH:6][C:5]=1[N+:26]([O-])=O. (5) Given the product [Cl:3][C:4]1[CH:9]=[C:8]([F:10])[CH:7]=[CH:6][C:5]=1[C:11]1[C:14]2=[N:15][CH:16]=[CH:17][C:18]([C:21]3[CH:22]=[N:23][CH:24]=[N:25][CH:26]=3)=[C:19]2[O:13][N:12]=1, predict the reactants needed to synthesize it. The reactants are: [H-].[Na+].[Cl:3][C:4]1[CH:9]=[C:8]([F:10])[CH:7]=[CH:6][C:5]=1/[C:11](/[C:14]1[C:19](F)=[C:18]([C:21]2[CH:22]=[N:23][CH:24]=[N:25][CH:26]=2)[CH:17]=[CH:16][N:15]=1)=[N:12]/[OH:13].